From a dataset of Forward reaction prediction with 1.9M reactions from USPTO patents (1976-2016). Predict the product of the given reaction. The product is: [CH2:17]([N:10]1[C:9]2[CH:8]=[CH:7][CH:6]=[C:5]([CH2:4][CH:3]([O:2][CH3:1])[O:15][CH3:16])[C:13]=2[NH:12][C:11]1=[O:14])[C:18]1[CH:23]=[CH:22][CH:21]=[CH:20][CH:19]=1. Given the reactants [CH3:1][O:2][CH:3]([O:15][CH3:16])[CH2:4][C:5]1[C:13]2[NH:12][C:11](=[O:14])[NH:10][C:9]=2[CH:8]=[CH:7][CH:6]=1.[CH2:17](Br)[C:18]1[CH:23]=[CH:22][CH:21]=[CH:20][CH:19]=1.CC(C)([O-])C.[K+], predict the reaction product.